This data is from Full USPTO retrosynthesis dataset with 1.9M reactions from patents (1976-2016). The task is: Predict the reactants needed to synthesize the given product. (1) Given the product [Cl:1][C:2]1[CH:3]=[C:4]([C:14](=[O:16])[CH3:15])[CH:5]=[CH:6][C:7]=1[CH2:8][CH2:9][C:10]([CH3:11])([CH3:12])[CH3:13], predict the reactants needed to synthesize it. The reactants are: [Cl:1][C:2]1[CH:3]=[C:4]([C:14](=[O:16])[CH3:15])[CH:5]=[CH:6][C:7]=1[C:8]#[C:9][C:10]([CH3:13])([CH3:12])[CH3:11]. (2) Given the product [F:1][C:2]1[CH:7]=[C:6]([NH2:8])[CH:5]=[CH:4][C:3]=1[N:11]1[CH2:16][CH2:15][N:14]([CH2:17][CH2:18][S:19]([CH3:22])(=[O:20])=[O:21])[CH2:13][CH2:12]1, predict the reactants needed to synthesize it. The reactants are: [F:1][C:2]1[CH:7]=[C:6]([N+:8]([O-])=O)[CH:5]=[CH:4][C:3]=1[N:11]1[CH2:16][CH2:15][N:14]([CH2:17][CH2:18][S:19]([CH3:22])(=[O:21])=[O:20])[CH2:13][CH2:12]1. (3) Given the product [CH3:10][N:11]1[C:15]([NH:16][C:3]2[NH:4][C:5](=[O:9])[CH:6]=[CH:7][N:8]=2)=[CH:14][CH:13]=[N:12]1, predict the reactants needed to synthesize it. The reactants are: CS[C:3]1[NH:4][C:5](=[O:9])[CH:6]=[CH:7][N:8]=1.[CH3:10][N:11]1[C:15]([NH2:16])=[CH:14][CH:13]=[N:12]1. (4) Given the product [Cl:23][C:3]1[C:4]([C:14]2[CH:19]=[CH:18][C:17]([OH:20])=[C:16]([F:22])[CH:15]=2)=[N:5][C:6]2[C:11]([C:2]=1[C:25]#[N:24])=[CH:10][C:9]([OH:12])=[CH:8][CH:7]=2, predict the reactants needed to synthesize it. The reactants are: Br[C:2]1[C:11]2[C:6](=[CH:7][CH:8]=[C:9]([O:12]C)[CH:10]=2)[N:5]=[C:4]([C:14]2[CH:19]=[CH:18][C:17]([O:20]C)=[C:16]([F:22])[CH:15]=2)[C:3]=1[Cl:23].[NH:24]1C(=O)CC[C@H:25]1C(O)=O.Cl.